This data is from Full USPTO retrosynthesis dataset with 1.9M reactions from patents (1976-2016). The task is: Predict the reactants needed to synthesize the given product. (1) Given the product [F:8][C:9]1[C:14]([O:15][CH3:16])=[CH:13][C:12]([O:17][CH3:18])=[C:11]([F:19])[C:10]=1[C:20]1[N:25]=[CH:24][C:23]2[C:26]([C:46]3[CH:47]=[CH:48][C:42]4[O:41][CH:40]([C:38]([N:37]([CH3:36])[CH3:58])=[O:39])[CH2:44][C:43]=4[CH:45]=3)=[N:27][NH:28][C:22]=2[CH:21]=1, predict the reactants needed to synthesize it. The reactants are: C(O)(C(F)(F)F)=O.[F:8][C:9]1[C:14]([O:15][CH3:16])=[CH:13][C:12]([O:17][CH3:18])=[C:11]([F:19])[C:10]=1[C:20]1[N:25]=[CH:24][C:23]2[C:26](I)=[N:27][N:28](C3CCCCO3)[C:22]=2[CH:21]=1.[CH3:36][N:37]([CH3:58])[C:38]([CH:40]1[CH2:44][C:43]2[CH:45]=[C:46](B3OC(C)(C)C(C)(C)O3)[CH:47]=[CH:48][C:42]=2[O:41]1)=[O:39]. (2) Given the product [CH:26]1([C:9]2[C:10]([N:12]([CH2:17][C:18]3[CH:19]=[CH:20][C:21]([O:24][CH3:25])=[CH:22][CH:23]=3)[S:13]([CH3:16])(=[O:15])=[O:14])=[CH:11][C:6]3[O:5][C:4]([C:29]4[CH:30]=[CH:31][C:32]([F:35])=[CH:33][CH:34]=4)=[C:3]([C:1](=[N:36][OH:37])[NH2:2])[C:7]=3[CH:8]=2)[CH2:28][CH2:27]1, predict the reactants needed to synthesize it. The reactants are: [C:1]([C:3]1[C:7]2[CH:8]=[C:9]([CH:26]3[CH2:28][CH2:27]3)[C:10]([N:12]([CH2:17][C:18]3[CH:23]=[CH:22][C:21]([O:24][CH3:25])=[CH:20][CH:19]=3)[S:13]([CH3:16])(=[O:15])=[O:14])=[CH:11][C:6]=2[O:5][C:4]=1[C:29]1[CH:34]=[CH:33][C:32]([F:35])=[CH:31][CH:30]=1)#[N:2].[NH2:36][OH:37]. (3) Given the product [CH3:13][C:14]([CH3:24])([CH3:23])[CH:15]([NH:16][S:17]([C:19]([CH3:22])([CH3:21])[CH3:20])=[O:18])[C:2]1[O:3][C:4]([CH3:7])=[N:5][N:6]=1, predict the reactants needed to synthesize it. The reactants are: Br[C:2]1[O:3][C:4]([CH3:7])=[N:5][N:6]=1.C([Mg]Cl)(C)C.[CH3:13][C:14]([CH3:24])([CH3:23])/[CH:15]=[N:16]/[S:17]([C:19]([CH3:22])([CH3:21])[CH3:20])=[O:18]. (4) Given the product [CH3:8][C:6]1([CH3:9])[CH2:5][CH2:4][C:3]([CH3:10])([CH3:11])[C:2](/[CH:12]=[CH:13]/[C:14]([O:16][CH3:17])=[O:15])=[CH:7]1, predict the reactants needed to synthesize it. The reactants are: O[C:2]1(/[CH:12]=[CH:13]/[C:14]([O:16][CH3:17])=[O:15])[CH2:7][C:6]([CH3:9])([CH3:8])[CH2:5][CH2:4][C:3]1([CH3:11])[CH3:10].C(OC(=O)C)(=O)C.C(Cl)(=O)C. (5) Given the product [CH2:1]([O:3][C:4]([C:6]1[C:17](=[O:18])[N:16]([CH:19]2[CH2:23][CH2:22][CH2:21][CH2:20]2)[C:9]2[N:10]=[C:11]([S:14]([CH3:15])=[O:31])[N:12]=[CH:13][C:8]=2[CH:7]=1)=[O:5])[CH3:2], predict the reactants needed to synthesize it. The reactants are: [CH2:1]([O:3][C:4]([C:6]1[C:17](=[O:18])[N:16]([CH:19]2[CH2:23][CH2:22][CH2:21][CH2:20]2)[C:9]2[N:10]=[C:11]([S:14][CH3:15])[N:12]=[CH:13][C:8]=2[CH:7]=1)=[O:5])[CH3:2].C1(S(N2C(C3C=CC=CC=3)O2)(=O)=[O:31])C=CC=CC=1.